This data is from CYP2D6 inhibition data for predicting drug metabolism from PubChem BioAssay. The task is: Regression/Classification. Given a drug SMILES string, predict its absorption, distribution, metabolism, or excretion properties. Task type varies by dataset: regression for continuous measurements (e.g., permeability, clearance, half-life) or binary classification for categorical outcomes (e.g., BBB penetration, CYP inhibition). Dataset: cyp2d6_veith. (1) The molecule is COC(=O)[C@H](CCSC)NC(=O)NCc1ccccc1F. The result is 0 (non-inhibitor). (2) The drug is O=C(c1cnccn1)N1CCC2(CC1)CCN(c1ccncc1)CC2. The result is 0 (non-inhibitor). (3) The drug is N[C@H](Cc1ccc(N(CCCl)CCCl)cc1)C(=O)O. The result is 0 (non-inhibitor). (4) The molecule is CCOc1ccc(N2CC(C(=O)NCc3cccc(C)c3)CC2=O)cc1. The result is 0 (non-inhibitor). (5) The drug is CC(C)(Oc1ccc(CCNC(=O)c2ccc(Cl)cc2)cc1)C(=O)O. The result is 0 (non-inhibitor). (6) The molecule is COc1ccc(-c2nc(C(=O)N3CCN(C)CC3)sc2-c2ccc(OC)cc2)cc1. The result is 0 (non-inhibitor).